From a dataset of Reaction yield outcomes from USPTO patents with 853,638 reactions. Predict the reaction yield, written as a fraction of the theoretical maximum amount of product (1.0 means a 100% yield; for example, 0.34 means a 34% yield). (1) The reactants are [CH3:1][C:2]1[C:3]([C:24]2[CH:29]=[CH:28][CH:27]=[CH:26][CH:25]=2)=[C:4]([O:14][C:15]2[CH:20]=[CH:19][C:18]([N+:21]([O-])=O)=[CH:17][CH:16]=2)[C:5]2[C:10]([CH:11]=1)=[CH:9][C:8]([O:12][CH3:13])=[CH:7][CH:6]=2. The catalyst is CCO.O=[Pt]=O. The product is [CH3:1][C:2]1[C:3]([C:24]2[CH:29]=[CH:28][CH:27]=[CH:26][CH:25]=2)=[C:4]([O:14][C:15]2[CH:20]=[CH:19][C:18]([NH2:21])=[CH:17][CH:16]=2)[C:5]2[C:10]([CH:11]=1)=[CH:9][C:8]([O:12][CH3:13])=[CH:7][CH:6]=2. The yield is 1.00. (2) The reactants are [CH3:1][N:2]1[C:7](=[O:8])[CH:6]=[C:5]([Cl:9])[NH:4][C:3]1=[O:10].Br[CH2:12][C:13]1[CH:20]=[C:19]([F:21])[CH:18]=[CH:17][C:14]=1[C:15]#[N:16].C([O-])([O-])=O.[K+].[K+]. The catalyst is CS(C)=O.O. The product is [Cl:9][C:5]1[N:4]([CH2:12][C:13]2[CH:20]=[C:19]([F:21])[CH:18]=[CH:17][C:14]=2[C:15]#[N:16])[C:3](=[O:10])[N:2]([CH3:1])[C:7](=[O:8])[CH:6]=1. The yield is 0.600. (3) The reactants are N1C2C(=CC(N[N:12]=[C:13]([C:16]#[N:17])[C:14]#[N:15])=CC=2)C=CC=1.[NH2:18][C:19]1[CH:20]=[C:21]2[C:26](=[CH:27][CH:28]=1)[N:25]=[CH:24][CH:23]=[CH:22]2.C(#N)CC#N.O.[NH2:35][NH2:36]. No catalyst specified. The product is [N:25]1[C:26]2[C:21](=[CH:20][C:19]([NH:18][N:12]=[C:13]3[C:14]([NH2:15])=[N:36][N:35]=[C:16]3[NH2:17])=[CH:28][CH:27]=2)[CH:22]=[CH:23][CH:24]=1. The yield is 0.200. (4) The reactants are [CH3:1][C:2]1[N:7]=[C:6]([O:8][C:9]2[CH:16]=[CH:15][C:12]([CH:13]=O)=[CH:11][CH:10]=2)[CH:5]=[CH:4][CH:3]=1.[H-].[Na+].[CH2:19]1COCC1. The catalyst is [Br-].C[P+](C1C=CC=CC=1)(C1C=CC=CC=1)C1C=CC=CC=1. The product is [CH:13]([C:12]1[CH:15]=[CH:16][C:9]([O:8][C:6]2[CH:5]=[CH:4][CH:3]=[C:2]([CH3:1])[N:7]=2)=[CH:10][CH:11]=1)=[CH2:19]. The yield is 0.511. (5) The reactants are [Br:1][C:2]1[CH:3]=[C:4]([C:12]2[N:13]=[C:14]([CH2:17][CH2:18][C:19]([O:21]C)=[O:20])[O:15][CH:16]=2)[CH:5]=[C:6]([C:8]([F:11])([F:10])[F:9])[CH:7]=1.ClC1C=C(C2N=C(CCC(O)=O)OC=2)C=C(C(F)(F)F)C=1. No catalyst specified. The product is [Br:1][C:2]1[CH:3]=[C:4]([C:12]2[N:13]=[C:14]([CH2:17][CH2:18][C:19]([OH:21])=[O:20])[O:15][CH:16]=2)[CH:5]=[C:6]([C:8]([F:10])([F:9])[F:11])[CH:7]=1. The yield is 0.850.